From a dataset of Reaction yield outcomes from USPTO patents with 853,638 reactions. Predict the reaction yield, written as a fraction of the theoretical maximum amount of product (1.0 means a 100% yield; for example, 0.34 means a 34% yield). (1) The product is [N:29]1([C:23]2[CH:24]=[N:25][C:26]3[C:21]([N:22]=2)=[CH:20][C:19]([C:16]2[CH:15]=[C:14]([NH2:35])[C:13]([NH2:12])=[CH:18][CH:17]=2)=[CH:28][CH:27]=3)[CH2:34][CH2:33][O:32][CH2:31][CH2:30]1. The yield is 0.480. The reactants are C([O-])=O.[NH4+].C([NH:12][C:13]1[CH:18]=[CH:17][C:16]([C:19]2[CH:20]=[C:21]3[C:26](=[CH:27][CH:28]=2)[N:25]=[CH:24][C:23]([N:29]2[CH2:34][CH2:33][O:32][CH2:31][CH2:30]2)=[N:22]3)=[CH:15][C:14]=1[N+:35]([O-])=O)C1C=CC=CC=1. The catalyst is CO.O.[Pd]. (2) The reactants are [CH2:1]1[C:17]2[C:16]3[NH:15][C:14]4[CH:13]=[CH:12][CH:11]=[CH:10][C:9]=4[C:8]=3[CH:7]=[CH:6][C:5]=2[CH:4]=[CH:3][CH2:2]1.ClC1C(=O)C(C#N)=C(C#N)C(=O)C=1Cl. The catalyst is C1C=CC=CC=1. The product is [CH:1]1[C:17]2[C:16]3[NH:15][C:14]4[CH:13]=[CH:12][CH:11]=[CH:10][C:9]=4[C:8]=3[CH:7]=[CH:6][C:5]=2[CH:4]=[CH:3][CH:2]=1. The yield is 0.900. (3) The reactants are [C:1]([O:5][C:6](=[O:21])[CH2:7][CH2:8][N:9]([C:13]1[CH:18]=[CH:17][C:16]([Cl:19])=[C:15]([Cl:20])[CH:14]=1)[CH2:10][CH:11]=O)([CH3:4])([CH3:3])[CH3:2].[CH3:22][O:23][C:24](=[O:37])[C@@H:25]([NH2:36])[CH2:26][CH2:27][O:28][CH2:29][C:30]1[CH:35]=[CH:34][CH:33]=[CH:32][CH:31]=1.Cl.C(N(CC)CC)C.B.N1C=CC=CC=1. The catalyst is ClCCCl.CCO.CC(O)=O. The product is [CH3:22][O:23][C:24](=[O:37])[C@@H:25]([NH:36][CH2:11][CH2:10][N:9]([CH2:8][CH2:7][C:6]([O:5][C:1]([CH3:4])([CH3:3])[CH3:2])=[O:21])[C:13]1[CH:18]=[CH:17][C:16]([Cl:19])=[C:15]([Cl:20])[CH:14]=1)[CH2:26][CH2:27][O:28][CH2:29][C:30]1[CH:35]=[CH:34][CH:33]=[CH:32][CH:31]=1. The yield is 0.920. (4) The reactants are [Si](O[CH2:9][CH2:10][C:11]([OH:18])([C:16]#[CH:17])[C:12]([O:14]C)=[O:13])(C(C)(C)C)(C)C.[F-].C([N+](CCCC)(CCCC)CCCC)CCC. The catalyst is C1COCC1.C(OCC)(=O)C. The product is [C:16]([C:11]1([OH:18])[CH2:10][CH2:9][O:14][C:12]1=[O:13])#[CH:17]. The yield is 0.320. (5) The reactants are [Cl:1][C:2]1[CH:3]=[C:4]([N:9]2C(=O)[O:12][N:11]=[C:10]2[C:15]2[C:16]([NH:20][CH2:21][CH2:22][NH:23][S:24]([NH2:27])(=[O:26])=[O:25])=[N:17][O:18][N:19]=2)[CH:5]=[CH:6][C:7]=1[F:8].[OH-].[Na+]. The catalyst is CO. The product is [NH2:27][S:24]([NH:23][CH2:22][CH2:21][NH:20][C:16]1[C:15]([C:10](=[N:11][OH:12])[NH:9][C:4]2[CH:5]=[CH:6][C:7]([F:8])=[C:2]([Cl:1])[CH:3]=2)=[N:19][O:18][N:17]=1)(=[O:25])=[O:26]. The yield is 0.920. (6) The reactants are [Cl:1][C:2]1[CH:7]=[CH:6][C:5]([NH:8][C:9](=[O:32])[NH:10][C:11]2[CH:30]=[CH:29][C:14]([O:15][C:16]3[CH:21]=[CH:20][N:19]=[C:18]([C:22]([O:24]C(C)(C)C)=[O:23])[CH:17]=3)=[CH:13][C:12]=2[F:31])=[CH:4][C:3]=1[C:33]([F:36])([F:35])[F:34].FC(F)(F)C(O)=O.C([SiH](CC)CC)C. The catalyst is ClCCl. The product is [Cl:1][C:2]1[CH:7]=[CH:6][C:5]([NH:8][C:9](=[O:32])[NH:10][C:11]2[CH:30]=[CH:29][C:14]([O:15][C:16]3[CH:21]=[CH:20][N:19]=[C:18]([C:22]([OH:24])=[O:23])[CH:17]=3)=[CH:13][C:12]=2[F:31])=[CH:4][C:3]=1[C:33]([F:35])([F:36])[F:34]. The yield is 0.920. (7) The reactants are [N+:1]([C:4]1[CH:9]=[CH:8][C:7]([CH2:10][CH:11]([C:17](=[O:19])[CH3:18])C(OCC)=O)=[CH:6][CH:5]=1)([O-:3])=[O:2]. The catalyst is C(O)(=O)C.Cl. The product is [N+:1]([C:4]1[CH:5]=[CH:6][C:7]([CH2:10][CH2:11][C:17](=[O:19])[CH3:18])=[CH:8][CH:9]=1)([O-:3])=[O:2]. The yield is 1.00. (8) The reactants are NC1C=C2C(=CC=1)NN=C2Cl.[Cl:12][C:13]1[C:21]2[C:20]3[C:22](=[O:26])[C:23](=[O:25])[NH:24][C:19]=3[CH:18]=[CH:17][C:16]=2[NH:15][N:14]=1.[CH:27]1[C:32]([NH:33][NH2:34])=[CH:31][CH:30]=[C:29]([S:35]([NH2:38])(=[O:37])=[O:36])[CH:28]=1.Cl. No catalyst specified. The product is [Cl:12][C:13]1[C:21]2[C:20]3[C:22](=[O:26])[C:23](=[O:25])[NH:24][C:19]=3[CH:18]=[CH:17][C:16]=2[NH:15][N:14]=1.[Cl:12][C:13]1[C:21]2[C:20]3[C:22](=[N:34][NH:33][C:32]4[CH:31]=[CH:30][C:29]([S:35]([NH2:38])(=[O:36])=[O:37])=[CH:28][CH:27]=4)[C:23](=[O:25])[NH:24][C:19]=3[CH:18]=[CH:17][C:16]=2[NH:15][N:14]=1. The yield is 0.380. (9) The reactants are [CH2:1]([N:3]1[C:7]([OH:8])=[CH:6][C:5]([C:9]([F:12])([F:11])[F:10])=[N:4]1)[CH3:2].CCN(C(C)C)C(C)C.[F:22][C:23]([F:36])([F:35])[S:24](O[S:24]([C:23]([F:36])([F:35])[F:22])(=[O:26])=[O:25])(=[O:26])=[O:25].[Cl-].[NH4+]. The catalyst is C(Cl)Cl. The product is [F:22][C:23]([F:36])([F:35])[S:24]([O:8][C:7]1[N:3]([CH2:1][CH3:2])[N:4]=[C:5]([C:9]([F:10])([F:12])[F:11])[CH:6]=1)(=[O:26])=[O:25]. The yield is 0.800.